The task is: Predict the reaction yield, written as a fraction of the theoretical maximum amount of product (1.0 means a 100% yield; for example, 0.34 means a 34% yield).. This data is from Reaction yield outcomes from USPTO patents with 853,638 reactions. (1) The reactants are [C:1]([O:5][C:6](=[O:20])[C@@H:7]([NH:12][C:13]([O:15][C:16]([CH3:19])([CH3:18])[CH3:17])=[O:14])[CH2:8][CH2:9][CH2:10][NH2:11])([CH3:4])([CH3:3])[CH3:2].[N:21]1[C:30]2[C:29](=O)[CH2:28][CH2:27][CH2:26][C:25]=2[CH:24]=[CH:23][CH:22]=1.[BH4-].[Na+]. The catalyst is CO. The product is [C:1]([O:5][C:6](=[O:20])[C@@H:7]([NH:12][C:13]([O:15][C:16]([CH3:19])([CH3:18])[CH3:17])=[O:14])[CH2:8][CH2:9][CH2:10][NH:11][CH:29]1[C:30]2[N:21]=[CH:22][CH:23]=[CH:24][C:25]=2[CH2:26][CH2:27][CH2:28]1)([CH3:4])([CH3:3])[CH3:2]. The yield is 0.540. (2) The reactants are [CH:1]1([O:6][C:7]2[N:12]=[C:11]([CH2:13][C:14]3[CH:19]=[CH:18][C:17]([CH2:20][C:21]([O:23]C)=O)=[CH:16][CH:15]=3)[CH:10]=[C:9]([C:25]([F:28])([F:27])[F:26])[N:8]=2)[CH2:5][CH2:4][CH2:3][CH2:2]1.[NH3:29]. The catalyst is CO. The product is [CH:1]1([O:6][C:7]2[N:12]=[C:11]([CH2:13][C:14]3[CH:15]=[CH:16][C:17]([CH2:20][C:21]([NH2:29])=[O:23])=[CH:18][CH:19]=3)[CH:10]=[C:9]([C:25]([F:28])([F:27])[F:26])[N:8]=2)[CH2:2][CH2:3][CH2:4][CH2:5]1. The yield is 0.460. (3) The catalyst is CO.[OH-].[Pd+2].[OH-]. The product is [N:10]1[C:9]([CH2:11][O:12][C:13]2[CH:14]=[CH:15][C:16]([C:19]3[C:20](=[O:34])[C:21]([CH3:32])([CH3:33])[O:22][C:23]=3[C:24]3[CH:29]=[CH:28][C:27]([O:30][CH3:31])=[CH:26][CH:25]=3)=[CH:17][CH:18]=2)=[CH:8][N:6]2[C:5]=1[CH:4]=[CH:3][CH:2]=[N:7]2. The reactants are Cl[C:2]1[CH:3]=[CH:4][C:5]2[N:6]([CH:8]=[C:9]([CH2:11][O:12][C:13]3[CH:18]=[CH:17][C:16]([C:19]4[C:20](=[O:34])[C:21]([CH3:33])([CH3:32])[O:22][C:23]=4[C:24]4[CH:29]=[CH:28][C:27]([O:30][CH3:31])=[CH:26][CH:25]=4)=[CH:15][CH:14]=3)[N:10]=2)[N:7]=1.C(NCC)C.[H][H]. The yield is 0.967. (4) The reactants are [CH3:1][C:2]1[CH:11]=[CH:10][C:9]2[C:4](=[CH:5][CH:6]=[CH:7][C:8]=2[N:12]2[CH2:17][CH2:16][N:15]([CH2:18][CH2:19][C:20]3[CH:25]=[CH:24][CH:23]=[C:22]([N+:26]([O-])=O)[CH:21]=3)[CH2:14][CH2:13]2)[N:3]=1.[Cl-].[NH4+]. The catalyst is CO.O.[Fe]. The product is [CH3:1][C:2]1[CH:11]=[CH:10][C:9]2[C:4](=[CH:5][CH:6]=[CH:7][C:8]=2[N:12]2[CH2:13][CH2:14][N:15]([CH2:18][CH2:19][C:20]3[CH:21]=[C:22]([CH:23]=[CH:24][CH:25]=3)[NH2:26])[CH2:16][CH2:17]2)[N:3]=1. The yield is 0.840. (5) The reactants are [CH2:1]([N:3]([CH2:38][CH3:39])[CH2:4][CH2:5][CH2:6][NH:7][C:8]1[N:9]=[C:10]([C:27]2[CH:28]=[C:29]([CH:33]=[C:34]([F:37])[C:35]=2[CH3:36])[C:30](O)=[O:31])[C:11]2[CH:17]=[CH:16][C:15](=[O:18])[N:14]([C:19]3[C:24]([F:25])=[CH:23][CH:22]=[CH:21][C:20]=3[F:26])[C:12]=2[N:13]=1)[CH3:2].CN(C(ON1N=[N:55][C:50]2[CH:51]=[CH:52][CH:53]=[CH:54]C1=2)=[N+](C)C)C.F[P-](F)(F)(F)(F)F.C(N(CC)CC)C.C1(N)CCCC1. The catalyst is CN(C=O)C. The product is [CH:50]1([NH:55][C:30](=[O:31])[C:29]2[CH:33]=[C:34]([F:37])[C:35]([CH3:36])=[C:27]([C:10]3[C:11]4[CH:17]=[CH:16][C:15](=[O:18])[N:14]([C:19]5[C:24]([F:25])=[CH:23][CH:22]=[CH:21][C:20]=5[F:26])[C:12]=4[N:13]=[C:8]([NH:7][CH2:6][CH2:5][CH2:4][N:3]([CH2:1][CH3:2])[CH2:38][CH3:39])[N:9]=3)[CH:28]=2)[CH2:51][CH2:52][CH2:53][CH2:54]1. The yield is 0.560. (6) The reactants are [Cl:1][C:2]1[CH:7]=[CH:6]N=[C:4]2[CH:8]=[CH:9][S:10][C:3]=12.[CH3:11]CCCCC.[Li]CCCC.Br[C:23]1[N:28]=[C:27]([CH2:29][N:30]([CH2:38][CH2:39][O:40][CH3:41])[C:31](=[O:37])[O:32][C:33]([CH3:36])([CH3:35])[CH3:34])[CH:26]=[CH:25][CH:24]=1. The catalyst is C1COCC1.[Cl-].[Cl-].[Zn+2].C1C=CC([P]([Pd]([P](C2C=CC=CC=2)(C2C=CC=CC=2)C2C=CC=CC=2)([P](C2C=CC=CC=2)(C2C=CC=CC=2)C2C=CC=CC=2)[P](C2C=CC=CC=2)(C2C=CC=CC=2)C2C=CC=CC=2)(C2C=CC=CC=2)C2C=CC=CC=2)=CC=1.CCOCC. The product is [Cl:1][C:2]1[C:3]2[S:10][C:9]([C:23]3[N:28]=[C:27]([CH2:29][N:30]([CH2:38][CH2:39][O:40][CH3:41])[C:31](=[O:37])[O:32][C:33]([CH3:36])([CH3:35])[CH3:34])[CH:26]=[CH:25][CH:24]=3)=[CH:8][C:4]=2[CH:11]=[CH:6][CH:7]=1. The yield is 0.500. (7) The reactants are [Cl-].O[NH3+:3].[C:4](=[O:7])([O-])[OH:5].[Na+].CS(C)=O.[CH3:13][C:14]1[CH:19]=[C:18]([CH3:20])[N:17]=[C:16]([O:21][C:22]2[C:27](=[O:28])[N:26]([CH2:29][C:30]3[CH:35]=[CH:34][C:33]([C:36]4[C:37]([C:42]#[N:43])=[CH:38][CH:39]=[CH:40][CH:41]=4)=[CH:32][CH:31]=3)[C:25]([CH2:44][CH2:45][CH3:46])=[N:24][C:23]=2[CH2:47][CH3:48])[CH:15]=1. The catalyst is C(OCC)(=O)C. The product is [CH3:13][C:14]1[CH:19]=[C:18]([CH3:20])[N:17]=[C:16]([O:21][C:22]2[C:27](=[O:28])[N:26]([CH2:29][C:30]3[CH:35]=[CH:34][C:33]([C:36]4[CH:41]=[CH:40][CH:39]=[CH:38][C:37]=4[C:42]4[NH:3][C:4](=[O:7])[O:5][N:43]=4)=[CH:32][CH:31]=3)[C:25]([CH2:44][CH2:45][CH3:46])=[N:24][C:23]=2[CH2:47][CH3:48])[CH:15]=1. The yield is 0.600. (8) The reactants are [CH3:1][O:2][C:3]1[CH:8]=[CH:7][C:6]([C:9]2(O)[C:13]3[C:14]([CH3:36])=[C:15]([N:20]4[CH2:25][CH2:24][CH:23]([C:26]5[CH:31]=[CH:30][C:29]([O:32][CH3:33])=[C:28]([O:34][CH3:35])[CH:27]=5)[CH2:22][CH2:21]4)[C:16]([CH3:19])=[C:17]([CH3:18])[C:12]=3[O:11][C:10]2([CH3:38])[CH3:37])=[CH:5][CH:4]=1. The catalyst is CCCCCC.CO. The product is [CH3:1][O:2][C:3]1[CH:8]=[CH:7][C:6]([CH:9]2[C:13]3[C:14]([CH3:36])=[C:15]([N:20]4[CH2:25][CH2:24][CH:23]([C:26]5[CH:31]=[CH:30][C:29]([O:32][CH3:33])=[C:28]([O:34][CH3:35])[CH:27]=5)[CH2:22][CH2:21]4)[C:16]([CH3:19])=[C:17]([CH3:18])[C:12]=3[O:11][C:10]2([CH3:38])[CH3:37])=[CH:5][CH:4]=1. The yield is 0.820.